Dataset: NCI-60 drug combinations with 297,098 pairs across 59 cell lines. Task: Regression. Given two drug SMILES strings and cell line genomic features, predict the synergy score measuring deviation from expected non-interaction effect. (1) Drug 1: CCCCCOC(=O)NC1=NC(=O)N(C=C1F)C2C(C(C(O2)C)O)O. Drug 2: C1=NNC2=C1C(=O)NC=N2. Cell line: EKVX. Synergy scores: CSS=-4.09, Synergy_ZIP=1.05, Synergy_Bliss=-2.61, Synergy_Loewe=-10.6, Synergy_HSA=-8.01. (2) Drug 1: CC12CCC(CC1=CCC3C2CCC4(C3CC=C4C5=CN=CC=C5)C)O. Drug 2: C1CCN(CC1)CCOC2=CC=C(C=C2)C(=O)C3=C(SC4=C3C=CC(=C4)O)C5=CC=C(C=C5)O. Cell line: KM12. Synergy scores: CSS=4.27, Synergy_ZIP=0.212, Synergy_Bliss=4.64, Synergy_Loewe=-8.66, Synergy_HSA=-0.900. (3) Drug 2: CCC1(CC2CC(C3=C(CCN(C2)C1)C4=CC=CC=C4N3)(C5=C(C=C6C(=C5)C78CCN9C7C(C=CC9)(C(C(C8N6C=O)(C(=O)OC)O)OC(=O)C)CC)OC)C(=O)OC)O.OS(=O)(=O)O. Drug 1: C1=C(C(=O)NC(=O)N1)F. Cell line: HOP-92. Synergy scores: CSS=30.0, Synergy_ZIP=-0.769, Synergy_Bliss=-0.562, Synergy_Loewe=0.619, Synergy_HSA=3.15. (4) Drug 1: C1CN(CCN1C(=O)CCBr)C(=O)CCBr. Drug 2: CCC1(C2=C(COC1=O)C(=O)N3CC4=CC5=C(C=CC(=C5CN(C)C)O)N=C4C3=C2)O.Cl. Cell line: COLO 205. Synergy scores: CSS=42.0, Synergy_ZIP=-9.46, Synergy_Bliss=-10.5, Synergy_Loewe=-1.76, Synergy_HSA=-1.31.